The task is: Regression. Given a peptide amino acid sequence and an MHC pseudo amino acid sequence, predict their binding affinity value. This is MHC class I binding data.. This data is from Peptide-MHC class I binding affinity with 185,985 pairs from IEDB/IMGT. The peptide sequence is VTRQIHNPR. The MHC is HLA-B35:01 with pseudo-sequence HLA-B35:01. The binding affinity (normalized) is 0.0847.